From a dataset of Catalyst prediction with 721,799 reactions and 888 catalyst types from USPTO. Predict which catalyst facilitates the given reaction. (1) Reactant: [O:1]1[C:5]2[CH:6]=[CH:7][C:8]([C:10]3[NH:14][N:13]=NN=3)=[CH:9][C:4]=2[CH2:3][CH2:2]1.Cl[C:16](=[O:24])[CH2:17][CH2:18][C:19]([O:21][CH2:22][CH3:23])=[O:20]. Product: [O:1]1[C:5]2[CH:6]=[CH:7][C:8]([C:10]3[O:24][C:16]([CH2:17][CH2:18][C:19]([O:21][CH2:22][CH3:23])=[O:20])=[N:13][N:14]=3)=[CH:9][C:4]=2[CH2:3][CH2:2]1. The catalyst class is: 300. (2) Reactant: CS(O[CH2:6][CH2:7][O:8][CH2:9][C:10]1[CH:15]=[CH:14][CH:13]=[CH:12][CH:11]=1)(=O)=O.[I-:16].[Na+]. Product: [CH2:9]([O:8][CH2:7][CH2:6][I:16])[C:10]1[CH:15]=[CH:14][CH:13]=[CH:12][CH:11]=1. The catalyst class is: 21.